From a dataset of Catalyst prediction with 721,799 reactions and 888 catalyst types from USPTO. Predict which catalyst facilitates the given reaction. (1) Reactant: C[O:2][C:3](=[O:36])[CH:4]([O:33][CH2:34][CH3:35])[CH2:5][C:6]1[CH:11]=[CH:10][C:9]([CH2:12][CH2:13][N:14]([CH2:26][CH2:27][CH2:28][CH2:29][CH2:30][CH2:31][CH3:32])[C:15]([NH:17][C:18]2[CH:23]=[CH:22][C:21]([F:24])=[CH:20][C:19]=2[F:25])=[O:16])=[CH:8][CH:7]=1.[Li+].[OH-]. Product: [F:25][C:19]1[CH:20]=[C:21]([F:24])[CH:22]=[CH:23][C:18]=1[NH:17][C:15](=[O:16])[N:14]([CH2:13][CH2:12][C:9]1[CH:8]=[CH:7][C:6]([CH2:5][CH:4]([O:33][CH2:34][CH3:35])[C:3]([OH:36])=[O:2])=[CH:11][CH:10]=1)[CH2:26][CH2:27][CH2:28][CH2:29][CH2:30][CH2:31][CH3:32]. The catalyst class is: 7. (2) Reactant: [C:1]([O:5][C:6]([N:8]1[CH2:15][CH2:14][CH2:13][C@H:9]1[C:10]([OH:12])=[O:11])=[O:7])([CH3:4])([CH3:3])[CH3:2].CCN(C(C)C)C(C)C.Br[CH2:26][C:27]([C:29]1[CH:36]=[CH:35][C:32]([C:33]#[N:34])=[CH:31][CH:30]=1)=[O:28]. Product: [N:8]1([C:6]([O:5][C:1]([CH3:4])([CH3:2])[CH3:3])=[O:7])[CH2:15][CH2:14][CH2:13][C@H:9]1[C:10]([O:12][CH2:26][C:27]([C:29]1[CH:36]=[CH:35][C:32]([C:33]#[N:34])=[CH:31][CH:30]=1)=[O:28])=[O:11]. The catalyst class is: 2. (3) Reactant: [NH2:1][C:2]1[CH:3]=[C:4]([CH:8]=[C:9]([C:11]2[CH2:16][CH2:15][CH2:14][CH2:13][CH:12]=2)[CH:10]=1)[C:5]([OH:7])=[O:6]. Product: [NH2:1][C:2]1[CH:3]=[C:4]([CH:8]=[C:9]([CH:11]2[CH2:12][CH2:13][CH2:14][CH2:15][CH2:16]2)[CH:10]=1)[C:5]([OH:7])=[O:6]. The catalyst class is: 29. (4) Reactant: [CH2:1]([O:8][C:9]1[CH:14]=[C:13]([N+:15]([O-:17])=[O:16])[CH:12]=[CH:11][C:10]=1[O-:18])[C:2]1[CH:7]=[CH:6][CH:5]=[CH:4][CH:3]=1.[K+].S(C1C=CC(C)=CC=1)(O[CH2:24][C@@H:25]1[O:27][CH2:26]1)(=O)=O.CN(C=O)C. Product: [CH2:1]([O:8][C:9]1[CH:14]=[C:13]([N+:15]([O-:17])=[O:16])[CH:12]=[CH:11][C:10]=1[O:18][CH2:24][C@H:25]1[CH2:26][O:27]1)[C:2]1[CH:3]=[CH:4][CH:5]=[CH:6][CH:7]=1. The catalyst class is: 6.